From a dataset of Forward reaction prediction with 1.9M reactions from USPTO patents (1976-2016). Predict the product of the given reaction. (1) The product is: [CH3:17][O:18][C:19]([C:20]1[CH:25]=[C:24]([Cl:26])[C:23]([C:11]2[CH:12]=[N:13][C:8]([CH3:7])=[CH:9][CH:10]=2)=[N:22][CH:21]=1)=[O:28]. Given the reactants C([O-])([O-])=O.[Na+].[Na+].[CH3:7][C:8]1[N:13]=[CH:12][C:11](B(O)O)=[CH:10][CH:9]=1.[CH3:17][O:18][C:19](=[O:28])[C:20]1[CH:25]=[C:24]([Cl:26])[C:23](Cl)=[N:22][CH:21]=1, predict the reaction product. (2) Given the reactants [N:1]1[CH:6]=[CH:5][C:4]([C:7]2[CH:8]=[C:9]([NH2:12])[S:10][CH:11]=2)=[N:3][CH:2]=1.Cl.C(N=C=NCCCN(C)C)C.ON1C2C=CC=CC=2N=N1.[F:35][C:36]1[CH:41]=[CH:40][C:39]([CH2:42][C:43](O)=[O:44])=[CH:38][CH:37]=1.C(N(CC)CC)C, predict the reaction product. The product is: [F:35][C:36]1[CH:41]=[CH:40][C:39]([CH2:42][C:43]([NH:12][C:9]2[S:10][CH:11]=[C:7]([C:4]3[CH:5]=[CH:6][N:1]=[CH:2][N:3]=3)[CH:8]=2)=[O:44])=[CH:38][CH:37]=1. (3) Given the reactants C(OP([C:9]([F:26])([F:25])[C:10](=[O:24])[CH2:11][C:12]([C:15]1[CH:20]=[C:19]([F:21])[CH:18]=[CH:17][C:16]=1[O:22][CH3:23])([CH3:14])[CH3:13])(=O)OCC)C.[OH-].[Na+], predict the reaction product. The product is: [F:26][CH:9]([F:25])[C:10](=[O:24])[CH2:11][C:12]([CH3:13])([C:15]1[CH:20]=[C:19]([F:21])[CH:18]=[CH:17][C:16]=1[O:22][CH3:23])[CH3:14]. (4) Given the reactants [CH2:1]([O:8][C:9]1[CH:10]=[C:11]([C:23](=[O:35])[CH2:24][C:25]([C:27]2[CH:32]=[CH:31][C:30]([OH:33])=[CH:29][C:28]=2O)=[O:26])[CH:12]=[C:13]([O:15][CH2:16][C:17]2[CH:22]=[CH:21][CH:20]=[CH:19][CH:18]=2)[CH:14]=1)[C:2]1[CH:7]=[CH:6][CH:5]=[CH:4][CH:3]=1, predict the reaction product. The product is: [CH2:16]([O:15][C:13]1[CH:12]=[C:11]([CH:10]=[C:9]([O:8][CH2:1][C:2]2[CH:7]=[CH:6][CH:5]=[CH:4][CH:3]=2)[CH:14]=1)[C:23]1[O:35][C:32]2[C:27]([C:25](=[O:26])[CH:24]=1)=[CH:28][CH:29]=[C:30]([OH:33])[CH:31]=2)[C:17]1[CH:22]=[CH:21][CH:20]=[CH:19][CH:18]=1. (5) The product is: [Cl:1][C:2]1[CH:3]=[C:4]([NH:5][CH:26]2[CH2:29][CH:28]([C:30]([OH:32])=[O:31])[CH2:27]2)[CH:6]=[CH:7][C:8]=1[C:9]1[O:13][N:12]=[C:11]([C:14]2[CH:19]=[CH:18][C:17]([O:20][CH:21]([CH3:22])[CH3:23])=[C:16]([Cl:24])[CH:15]=2)[N:10]=1. Given the reactants [Cl:1][C:2]1[CH:3]=[C:4]([CH:6]=[CH:7][C:8]=1[C:9]1[O:13][N:12]=[C:11]([C:14]2[CH:19]=[CH:18][C:17]([O:20][CH:21]([CH3:23])[CH3:22])=[C:16]([Cl:24])[CH:15]=2)[N:10]=1)[NH2:5].O=[C:26]1[CH2:29][CH:28]([C:30]([OH:32])=[O:31])[CH2:27]1.C(O)(=O)C.C([BH3-])#N.[Na+], predict the reaction product. (6) Given the reactants Cl[C:2]1[CH:7]=[CH:6][C:5]([NH2:8])=[C:4]([N+:9]([O-])=O)[CH:3]=1.[Br:12]N1C(=O)CCC1=O.O, predict the reaction product. The product is: [Br:12][C:6]1[CH:7]=[CH:2][CH:3]=[C:4]([NH2:9])[C:5]=1[NH2:8].